Predict the reactants needed to synthesize the given product. From a dataset of Full USPTO retrosynthesis dataset with 1.9M reactions from patents (1976-2016). (1) Given the product [Cl:1][C:2]1[C:3]([C:4]([NH:17][C:18]2[CH:23]=[CH:22][C:21]([N:24]3[C:30](=[O:31])[CH2:29][C:28](=[O:32])[NH:27][C:26]4[C:33]5[C:38]([CH:39]=[CH:40][C:25]3=4)=[CH:37][CH:36]=[CH:35][CH:34]=5)=[CH:20][CH:19]=2)=[O:6])=[CH:7][CH:8]=[CH:9][N:10]=1, predict the reactants needed to synthesize it. The reactants are: [Cl:1][C:2]1[N:10]=[CH:9][CH:8]=[CH:7][C:3]=1[C:4]([OH:6])=O.C(Cl)(=O)C(Cl)=O.[NH2:17][C:18]1[CH:23]=[CH:22][C:21]([N:24]2[C:30](=[O:31])[CH2:29][C:28](=[O:32])[NH:27][C:26]3[C:33]4[C:38]([CH:39]=[CH:40][C:25]2=3)=[CH:37][CH:36]=[CH:35][CH:34]=4)=[CH:20][CH:19]=1.C(=O)([O-])O.[Na+]. (2) Given the product [O:31]([C:38]1[CH:39]=[CH:40][C:41]([C:18]2[N:19]([C:24]([O:26][C:27]([CH3:28])([CH3:29])[CH3:30])=[O:25])[CH2:20][CH2:21][O:22][CH:23]=2)=[CH:42][CH:43]=1)[C:32]1[CH:37]=[CH:36][CH:35]=[CH:34][CH:33]=1, predict the reactants needed to synthesize it. The reactants are: O(P(O[C:18]1[N:19]([C:24]([O:26][C:27]([CH3:30])([CH3:29])[CH3:28])=[O:25])[CH2:20][CH2:21][O:22][CH:23]=1)(OC1C=CC=CC=1)=O)C1C=CC=CC=1.[O:31]([C:38]1[CH:43]=[CH:42][C:41](B(O)O)=[CH:40][CH:39]=1)[C:32]1[CH:37]=[CH:36][CH:35]=[CH:34][CH:33]=1. (3) Given the product [CH2:24]([O:26][C:27]([C:28]1[O:17][C:11]2[CH:10]=[C:9]([O:8][CH2:1][C:2]3[CH:7]=[CH:6][CH:5]=[CH:4][CH:3]=3)[CH:16]=[CH:15][C:12]=2[CH:13]=1)=[O:30])[CH3:25], predict the reactants needed to synthesize it. The reactants are: [CH2:1]([O:8][C:9]1[CH:16]=[CH:15][C:12]([CH:13]=O)=[C:11]([OH:17])[CH:10]=1)[C:2]1[CH:7]=[CH:6][CH:5]=[CH:4][CH:3]=1.C([O-])([O-])=O.[K+].[K+].[CH2:24]([O:26][C:27](=[O:30])[CH2:28]Br)[CH3:25].O. (4) Given the product [CH2:7]([C:10]1[S:11][C:12]2[C:21]3[CH:20]=[CH:19][C:18]([O:22][CH2:25][CH2:26][O:27][CH2:28][CH2:29][NH:30][C:31](=[O:37])[O:32][C:33]([CH3:36])([CH3:35])[CH3:34])=[CH:17][C:16]=3[N:15]=[CH:14][C:13]=2[N:23]=1)[CH2:8][CH3:9], predict the reactants needed to synthesize it. The reactants are: C(=O)([O-])[O-].[Cs+].[Cs+].[CH2:7]([C:10]1[S:11][C:12]2[C:21]3[CH:20]=[CH:19][C:18]([OH:22])=[CH:17][C:16]=3[N:15]=[CH:14][C:13]=2[N:23]=1)[CH2:8][CH3:9].I[CH2:25][CH2:26][O:27][CH2:28][CH2:29][NH:30][C:31](=[O:37])[O:32][C:33]([CH3:36])([CH3:35])[CH3:34]. (5) Given the product [CH3:10][O:9][C:7]1[CH:8]=[C:3]([O:2][CH3:1])[CH:4]=[C:5]2[C:6]=1[C@@:14]1([CH3:27])[C@H:13]([CH2:12][S:11]2)[C@:22]2([CH3:23])[C@H:17]([C:18]([CH3:24])([CH3:25])[CH2:19][CH2:20][CH2:21]2)[CH2:16][CH2:15]1, predict the reactants needed to synthesize it. The reactants are: [CH3:1][O:2][C:3]1[CH:4]=[C:5]([S:11][CH2:12][C@@H:13]2[C@:22]3([CH3:23])[C@H:17]([C:18]([CH3:25])([CH3:24])[CH2:19][CH2:20][CH2:21]3)[CH2:16][CH2:15][C@@:14]2([CH3:27])O)[CH:6]=[C:7]([O:9][CH3:10])[CH:8]=1.Cl[Sn](Cl)(Cl)Cl.O. (6) Given the product [CH3:1][O:2][C:3]1[C:8]2[N:9]=[C:10]([NH:12][C:26]([C:24]3[S:25][C:21]([CH3:20])=[CH:22][CH:23]=3)=[O:27])[S:11][C:7]=2[C:6]([O:13][C:14]2[CH:15]=[CH:16][CH:17]=[CH:18][CH:19]=2)=[CH:5][CH:4]=1, predict the reactants needed to synthesize it. The reactants are: [CH3:1][O:2][C:3]1[C:8]2[N:9]=[C:10]([NH2:12])[S:11][C:7]=2[C:6]([O:13][C:14]2[CH:19]=[CH:18][CH:17]=[CH:16][CH:15]=2)=[CH:5][CH:4]=1.[CH3:20][C:21]1[S:25][C:24]([C:26](Cl)=[O:27])=[CH:23][CH:22]=1.